This data is from Full USPTO retrosynthesis dataset with 1.9M reactions from patents (1976-2016). The task is: Predict the reactants needed to synthesize the given product. (1) Given the product [Br:1][C:2]1[CH:7]=[CH:6][C:5]([S:8]([N:11]([C@H:13]2[CH2:18][CH2:17][C@H:16]([O:19][CH2:22][CH2:21][N:23]([CH2:27][CH3:28])[CH2:24][CH3:25])[CH2:15][CH2:14]2)[CH3:12])(=[O:9])=[O:10])=[CH:4][CH:3]=1, predict the reactants needed to synthesize it. The reactants are: [Br:1][C:2]1[CH:7]=[CH:6][C:5]([S:8]([N:11]([C@H:13]2[CH2:18][CH2:17][C@H:16]([OH:19])[CH2:15][CH2:14]2)[CH3:12])(=[O:10])=[O:9])=[CH:4][CH:3]=1.Cl.[CH2:21]([N:23]([CH2:27][CH3:28])[CH2:24][CH2:25]Cl)[CH3:22].[OH-].[Na+]. (2) Given the product [CH3:1][O:2][C:3](=[O:18])[CH2:4][O:5][C:6]1[CH:11]=[CH:10][C:9]([O:12][CH2:13][CH2:14][C:15](=[S:21])[NH2:16])=[CH:8][C:7]=1[CH3:17], predict the reactants needed to synthesize it. The reactants are: [CH3:1][O:2][C:3](=[O:18])[CH2:4][O:5][C:6]1[CH:11]=[CH:10][C:9]([O:12][CH2:13][CH2:14][C:15]#[N:16])=[CH:8][C:7]=1[CH3:17].C(N)(=[S:21])C.Cl.C([O-])(O)=O.[Na+]. (3) Given the product [F:1][C:2]1[CH:3]=[C:4]([NH:8][C:9]2[C:10]([NH2:15])=[CH:11][CH:12]=[CH:13][CH:14]=2)[CH:5]=[CH:6][CH:7]=1, predict the reactants needed to synthesize it. The reactants are: [F:1][C:2]1[CH:3]=[C:4]([NH:8][C:9]2[CH:14]=[CH:13][CH:12]=[CH:11][C:10]=2[N+:15]([O-])=O)[CH:5]=[CH:6][CH:7]=1.